Task: Predict which catalyst facilitates the given reaction.. Dataset: Catalyst prediction with 721,799 reactions and 888 catalyst types from USPTO Product: [ClH:33].[CH3:1][N:2]1[CH2:3][CH2:4][CH:5]([O:8][C:9]([NH:11][C:12]2[CH:13]=[C:14]([CH2:24][CH2:25][C:26]([OH:28])=[O:27])[CH:15]=[CH:16][C:17]=2[C:18]2[CH:23]=[CH:22][CH:21]=[CH:20][CH:19]=2)=[O:10])[CH2:6][CH2:7]1. Reactant: [CH3:1][N:2]1[CH2:7][CH2:6][CH:5]([O:8][C:9]([NH:11][C:12]2[CH:13]=[C:14]([CH2:24][CH2:25][C:26]([O:28]C(C)(C)C)=[O:27])[CH:15]=[CH:16][C:17]=2[C:18]2[CH:23]=[CH:22][CH:21]=[CH:20][CH:19]=2)=[O:10])[CH2:4][CH2:3]1.[ClH:33]. The catalyst class is: 12.